From a dataset of Full USPTO retrosynthesis dataset with 1.9M reactions from patents (1976-2016). Predict the reactants needed to synthesize the given product. (1) Given the product [F:31][C:28]1[CH:27]=[CH:26][C:25]([N:22]2[CH2:21][CH2:20][N:19]([C:17](=[O:18])[CH2:16][N:3]3[C:2]([Br:1])=[C:6]([Br:7])[C:5]([Br:8])=[N:4]3)[CH2:24][CH2:23]2)=[CH:30][CH:29]=1, predict the reactants needed to synthesize it. The reactants are: [Br:1][C:2]1[C:6]([Br:7])=[C:5]([Br:8])[NH:4][N:3]=1.C([O-])([O-])=O.[K+].[K+].Cl[CH2:16][C:17]([N:19]1[CH2:24][CH2:23][N:22]([C:25]2[CH:30]=[CH:29][C:28]([F:31])=[CH:27][CH:26]=2)[CH2:21][CH2:20]1)=[O:18].CN(C=O)C. (2) Given the product [CH2:18]([O:17][C:15](=[O:16])[C:14]([C:8]1[CH:7]=[N:6][C:5]([N+:10]([O-:12])=[O:11])=[C:4]([O:3][CH2:1][CH3:2])[CH:9]=1)([CH3:20])[CH3:23])[CH3:19], predict the reactants needed to synthesize it. The reactants are: [CH2:1]([O:3][C:4]1[C:5]([N+:10]([O-:12])=[O:11])=[N:6][CH:7]=[CH:8][CH:9]=1)[CH3:2].Cl[CH:14]([CH3:20])[C:15]([O:17][CH2:18][CH3:19])=[O:16].[H-].[Na+].[CH3:23]OS(OC)(=O)=O.Cl. (3) The reactants are: [Cl:1][C:2]1[C:7]2[NH:8][CH:9]=[CH:10][C:6]=2[C:5]([C:11]([OH:13])=O)=[CH:4][N:3]=1.[CH2:14]([NH2:18])[CH:15]([CH3:17])[CH3:16]. Given the product [CH2:14]([NH:18][C:11]([C:5]1[C:6]2[CH:10]=[CH:9][NH:8][C:7]=2[C:2]([Cl:1])=[N:3][CH:4]=1)=[O:13])[CH:15]([CH3:17])[CH3:16], predict the reactants needed to synthesize it. (4) Given the product [CH:26]([C:12]1[N:13]=[C:14]([C:16]2[CH:21]=[CH:20][C:19]([C:22]([F:25])([F:24])[F:23])=[CH:18][CH:17]=2)[S:15][C:11]=1[CH2:10][CH2:9][C:8]([C:5]1[CH:6]=[CH:7][C:2]([NH:1][S:39]([C:33]2[CH:32]=[CH:31][CH:30]=[CH:35][C:34]=2[N+:36]([O-:38])=[O:37])(=[O:40])=[O:41])=[CH:3][CH:4]=1)=[O:29])([CH3:27])[CH3:28], predict the reactants needed to synthesize it. The reactants are: [NH2:1][C:2]1[CH:7]=[CH:6][C:5]([C:8](=[O:29])[CH:9]=[CH:10][C:11]2[S:15][C:14]([C:16]3[CH:21]=[CH:20][C:19]([C:22]([F:25])([F:24])[F:23])=[CH:18][CH:17]=3)=[N:13][C:12]=2[CH:26]([CH3:28])[CH3:27])=[CH:4][CH:3]=1.[CH:30]1[CH:35]=[C:34]([N+:36]([O-:38])=[O:37])[C:33]([S:39](Cl)(=[O:41])=[O:40])=[CH:32][CH:31]=1.O. (5) Given the product [BrH:17].[Cl:1][C:2]1[CH:3]=[C:4]([C:9]2[N:10]=[N:11][CH:12]=[C:13]([OH:15])[CH:14]=2)[CH:5]=[CH:6][C:7]=1[F:8], predict the reactants needed to synthesize it. The reactants are: [Cl:1][C:2]1[CH:3]=[C:4]([C:9]2[N:10]=[N:11][CH:12]=[C:13]([O:15]C)[CH:14]=2)[CH:5]=[CH:6][C:7]=1[F:8].[BrH:17]. (6) Given the product [N:1]1[C:2]2[C:3](=[CH:9][CH:10]=[CH:11][CH:12]=2)[C:4]([OH:5])=[N:18][CH:17]=1, predict the reactants needed to synthesize it. The reactants are: [NH2:1][C:2]1[CH:12]=[CH:11][CH:10]=[CH:9][C:3]=1[C:4](OCC)=[O:5].C(O)(=O)C.[CH:17](N)=[NH:18].